Dataset: Forward reaction prediction with 1.9M reactions from USPTO patents (1976-2016). Task: Predict the product of the given reaction. Given the reactants [N+:1]([C:4]1[CH:9]=[CH:8][C:7]([NH:10][CH:11]2[CH2:16][CH2:15][CH:14]([O:17][CH2:18][C:19](O)=[O:20])[CH2:13][CH2:12]2)=[CH:6][C:5]=1[C:22]([F:25])([F:24])[F:23])([O-:3])=[O:2].C1N=C[N:28](C(N2C=NC=C2)=O)C=1.N, predict the reaction product. The product is: [N+:1]([C:4]1[CH:9]=[CH:8][C:7]([NH:10][CH:11]2[CH2:12][CH2:13][CH:14]([O:17][CH2:18][C:19]([NH2:28])=[O:20])[CH2:15][CH2:16]2)=[CH:6][C:5]=1[C:22]([F:23])([F:24])[F:25])([O-:3])=[O:2].